Dataset: Full USPTO retrosynthesis dataset with 1.9M reactions from patents (1976-2016). Task: Predict the reactants needed to synthesize the given product. (1) Given the product [CH3:28][N:29]1[C:37]([CH3:38])=[C:36]2[C:31]([CH:32]=[C:33]([NH:39][C:2]3[N:7]=[C:6]([N:8]([CH3:26])[CH:9]4[CH2:10][CH2:11][C:12]5([CH2:16][N:15]([C:17]([O:19][C:20]([CH3:23])([CH3:22])[CH3:21])=[O:18])[CH2:14][CH2:13]5)[CH2:24][CH2:25]4)[CH:5]=[CH:4][N:3]=3)[CH:34]=[CH:35]2)=[N:30]1, predict the reactants needed to synthesize it. The reactants are: Cl[C:2]1[N:7]=[C:6]([N:8]([CH3:26])[CH:9]2[CH2:25][CH2:24][C:12]3([CH2:16][N:15]([C:17]([O:19][C:20]([CH3:23])([CH3:22])[CH3:21])=[O:18])[CH2:14][CH2:13]3)[CH2:11][CH2:10]2)[CH:5]=[CH:4][N:3]=1.Cl.[CH3:28][N:29]1[C:37]([CH3:38])=[C:36]2[C:31]([CH:32]=[C:33]([NH2:39])[CH:34]=[CH:35]2)=[N:30]1.CCN(C(C)C)C(C)C. (2) The reactants are: [N:1]1[C:6]2[CH2:7][NH:8][CH2:9][CH2:10][C:5]=2[C:4](=[O:11])[NH:3][CH:2]=1.Cl[C:13]1[C:18]([Cl:19])=[CH:17][CH:16]=[CH:15][N:14]=1.C(N(CC)C(C)C)(C)C. Given the product [Cl:19][C:18]1[C:13]([N:8]2[CH2:9][CH2:10][C:5]3[C:4](=[O:11])[NH:3][CH:2]=[N:1][C:6]=3[CH2:7]2)=[N:14][CH:15]=[CH:16][CH:17]=1, predict the reactants needed to synthesize it. (3) Given the product [CH2:1]([O:4][C:5]1[CH:12]=[CH:11][C:8](/[CH:9]=[CH:13]/[C:14]([C:16]2[CH:21]=[CH:20][C:19]([O:22][CH3:23])=[C:18]([O:24][CH3:25])[C:17]=2[O:26][CH3:27])=[O:15])=[CH:7][CH:6]=1)[CH2:2][CH3:3], predict the reactants needed to synthesize it. The reactants are: [CH2:1]([O:4][C:5]1[CH:12]=[CH:11][C:8]([CH:9]=O)=[CH:7][CH:6]=1)[CH2:2][CH3:3].[CH3:13][C:14]([C:16]1[CH:21]=[CH:20][C:19]([O:22][CH3:23])=[C:18]([O:24][CH3:25])[C:17]=1[O:26][CH3:27])=[O:15].[OH-].[Na+]. (4) The reactants are: Cl.[C:2]([C:4]1([NH:7][C:8]([C@@H:10]2[CH2:14][C@@H:13]([S:15]([C:18]3[CH:23]=[CH:22][CH:21]=[CH:20][C:19]=3[C:24]([F:27])([F:26])[F:25])(=[O:17])=[O:16])[CH2:12][NH:11]2)=[O:9])[CH2:6][CH2:5]1)#[N:3].[C:28](OC(=O)C)(=[O:30])[CH3:29]. Given the product [C:2]([C:4]1([NH:7][C:8]([C@@H:10]2[CH2:14][C@@H:13]([S:15]([C:18]3[CH:23]=[CH:22][CH:21]=[CH:20][C:19]=3[C:24]([F:27])([F:25])[F:26])(=[O:17])=[O:16])[CH2:12][N:11]2[C:28](=[O:30])[CH3:29])=[O:9])[CH2:5][CH2:6]1)#[N:3], predict the reactants needed to synthesize it.